This data is from Full USPTO retrosynthesis dataset with 1.9M reactions from patents (1976-2016). The task is: Predict the reactants needed to synthesize the given product. (1) Given the product [CH2:1]([O:8][CH2:9][C:10]([NH:12][C:13]1[CH:14]=[C:15]2[C:19](=[CH:20][C:21]=1[C:37]#[N:38])[CH:18]([NH:23][C:24]1[CH:36]=[CH:35][C:27]([C:28]([O:30][C:31]([CH3:34])([CH3:33])[CH3:32])=[O:29])=[CH:26][CH:25]=1)[CH2:17][CH2:16]2)=[O:11])[C:2]1[CH:7]=[CH:6][CH:5]=[CH:4][CH:3]=1, predict the reactants needed to synthesize it. The reactants are: [CH2:1]([O:8][CH2:9][C:10]([NH:12][C:13]1[CH:14]=[C:15]2[C:19](=[CH:20][C:21]=1Br)[CH:18]([NH:23][C:24]1[CH:36]=[CH:35][C:27]([C:28]([O:30][C:31]([CH3:34])([CH3:33])[CH3:32])=[O:29])=[CH:26][CH:25]=1)[CH2:17][CH2:16]2)=[O:11])[C:2]1[CH:7]=[CH:6][CH:5]=[CH:4][CH:3]=1.[C:37]([Cu])#[N:38].N. (2) Given the product [N:1]([CH2:4][CH2:5][O:6][C:7]1[CH:8]=[C:9]2[C:14](=[CH:15][CH:16]=1)[O:13][CH:12]([C:17]1[CH:22]=[CH:21][CH:20]=[CH:19][CH:18]=1)[CH2:11][C:10]2=[O:23])=[N+:2]=[N-:3], predict the reactants needed to synthesize it. The reactants are: [N:1]([CH2:4][CH2:5][O:6][C:7]1[CH:8]=[C:9]2[C:14](=[CH:15][CH:16]=1)[O:13][CH:12]([C:17]1[CH:22]=[CH:21][CH:20]=[CH:19][CH:18]=1)[CH2:11][CH2:10]2)=[N+:2]=[N-:3].[OH:23]C1C=C2C(=CC=1)OC(C1C=CC=CC=1)CC2=O.